From a dataset of Reaction yield outcomes from USPTO patents with 853,638 reactions. Predict the reaction yield, written as a fraction of the theoretical maximum amount of product (1.0 means a 100% yield; for example, 0.34 means a 34% yield). (1) The reactants are [Cl:1][C:2]1[N:7]=[CH:6][N+:5]([O-])=[C:4]2[CH2:9][CH2:10][C@@H:11]([CH3:12])[C:3]=12.[C:13]([O:16]C(=O)C)(=[O:15])[CH3:14]. No catalyst specified. The product is [C:13]([O:16][CH:9]1[C:4]2[N:5]=[CH:6][N:7]=[C:2]([Cl:1])[C:3]=2[C@H:11]([CH3:12])[CH2:10]1)(=[O:15])[CH3:14]. The yield is 0.700. (2) The reactants are [C:1]([N:4]1[CH2:9][CH2:8][C:7]2[N:10]([CH2:23][CH:24](O)[CH2:25][N:26]3[CH2:31][CH2:30][N:29]([C:32]4[CH:39]=[CH:38][CH:37]=[CH:36][C:33]=4[C:34]#[N:35])[CH2:28][CH2:27]3)[N:11]=[C:12]([C:13]3[CH:18]=[CH:17][C:16]([C:19]([F:22])([F:21])[F:20])=[CH:15][CH:14]=3)[C:6]=2[CH2:5]1)(=[O:3])[CH3:2].CCN(S(F)(F)[F:47])CC.CO.C(Cl)Cl. The catalyst is C(Cl)Cl. The product is [C:1]([N:4]1[CH2:9][CH2:8][C:7]2[N:10]([CH2:23][CH:24]([F:47])[CH2:25][N:26]3[CH2:31][CH2:30][N:29]([C:32]4[CH:39]=[CH:38][CH:37]=[CH:36][C:33]=4[C:34]#[N:35])[CH2:28][CH2:27]3)[N:11]=[C:12]([C:13]3[CH:18]=[CH:17][C:16]([C:19]([F:22])([F:21])[F:20])=[CH:15][CH:14]=3)[C:6]=2[CH2:5]1)(=[O:3])[CH3:2]. The yield is 0.500. (3) The reactants are [OH:1][CH2:2][C:3]#[C:4][C:5]1[CH:10]=[CH:9][C:8]([CH:11]([C:22]2[CH:27]=[CH:26][CH:25]=[CH:24][C:23]=2[CH3:28])[CH2:12][C:13]([C:15]2[CH:20]=[CH:19][N:18]=[C:17]([CH3:21])[CH:16]=2)=[O:14])=[CH:7][CH:6]=1. The catalyst is C(OCC)(=O)C.[Pd]. The product is [OH:1][CH2:2][CH2:3][CH2:4][C:5]1[CH:6]=[CH:7][C:8]([CH:11]([C:22]2[CH:27]=[CH:26][CH:25]=[CH:24][C:23]=2[CH3:28])[CH2:12][C:13]([C:15]2[CH:20]=[CH:19][N:18]=[C:17]([CH3:21])[CH:16]=2)=[O:14])=[CH:9][CH:10]=1. The yield is 0.640. (4) The reactants are [NH2:1][C:2]1[CH:28]=[CH:27][C:5]([O:6][C:7]2[CH:12]=[CH:11][N:10]=[C:9]([NH:13][C:14]([N:16]3[CH2:21][CH2:20][N:19]([CH:22]4[CH2:25][N:24]([CH3:26])[CH2:23]4)[CH2:18][CH2:17]3)=[O:15])[CH:8]=2)=[C:4]([F:29])[CH:3]=1.[C@]12(CS(O)(=O)=O)C(C)(C)C(CC1)CC2=O.[C:45]1([CH2:51][C:52]([N:54]=[C:55]=[S:56])=[O:53])[CH:50]=[CH:49][CH:48]=[CH:47][CH:46]=1.C(=O)([O-])O.[Na+]. The catalyst is C(O)C.C1(C)C=CC=CC=1.C(OCC)C.C(OCC)(=O)C. The product is [F:29][C:4]1[CH:3]=[C:2]([NH:1][C:55]([NH:54][C:52](=[O:53])[CH2:51][C:45]2[CH:46]=[CH:47][CH:48]=[CH:49][CH:50]=2)=[S:56])[CH:28]=[CH:27][C:5]=1[O:6][C:7]1[CH:12]=[CH:11][N:10]=[C:9]([NH:13][C:14]([N:16]2[CH2:17][CH2:18][N:19]([CH:22]3[CH2:23][N:24]([CH3:26])[CH2:25]3)[CH2:20][CH2:21]2)=[O:15])[CH:8]=1. The yield is 0.290. (5) The reactants are [CH3:1][N:2]([CH3:17])[CH2:3][CH2:4][CH2:5][NH:6][C:7]1[N:15]=[CH:14][C:13]([F:16])=[CH:12][C:8]=1[C:9]([OH:11])=O.C(N(CC)CC)C.[C:25]([O:29][C:30](=[O:39])[NH:31][CH:32]1[CH2:37][CH2:36][CH:35]([NH2:38])[CH2:34][CH2:33]1)([CH3:28])([CH3:27])[CH3:26]. The yield is 0.410. The product is [CH3:17][N:2]([CH3:1])[CH2:3][CH2:4][CH2:5][NH:6][C:7]1[C:8]([C:9]([NH:38][C@@H:35]2[CH2:36][CH2:37][C@H:32]([NH:31][C:30](=[O:39])[O:29][C:25]([CH3:27])([CH3:26])[CH3:28])[CH2:33][CH2:34]2)=[O:11])=[CH:12][C:13]([F:16])=[CH:14][N:15]=1. The catalyst is C(#N)C. (6) The reactants are [CH2:1]([O:3][C:4]([C:6]1[C:7]2[C:15]([CH3:16])=[N:14][N:13]([CH:17]3[CH2:22][CH2:21][CH2:20][CH2:19][O:18]3)[C:8]=2[N:9]=[C:10](Br)[CH:11]=1)=[O:5])[CH3:2].[CH2:23]([O:30][C:31]1[CH:36]=[CH:35][C:34](B(O)O)=[C:33]([F:40])[CH:32]=1)[C:24]1[CH:29]=[CH:28][CH:27]=[CH:26][CH:25]=1.C(=O)([O-])[O-].[K+].[K+].O. The catalyst is COCCOC.O. The product is [CH2:1]([O:3][C:4]([C:6]1[C:7]2[C:15]([CH3:16])=[N:14][N:13]([CH:17]3[CH2:22][CH2:21][CH2:20][CH2:19][O:18]3)[C:8]=2[N:9]=[C:10]([C:34]2[CH:35]=[CH:36][C:31]([O:30][CH2:23][C:24]3[CH:25]=[CH:26][CH:27]=[CH:28][CH:29]=3)=[CH:32][C:33]=2[F:40])[CH:11]=1)=[O:5])[CH3:2]. The yield is 0.820. (7) The reactants are Cl.[C:2](Cl)(=[O:9])[C:3]1[CH:8]=[CH:7][N:6]=[CH:5][CH:4]=1.C(N(CC)CC)C.ClCCl.[NH2:21][C:22]1[CH:27]=[C:26]([C:28]([F:31])([F:30])[F:29])[CH:25]=[CH:24][C:23]=1[N:32]1[CH2:38][CH2:37][CH2:36][CH2:35][CH2:34][CH2:33]1. The catalyst is O. The product is [N:32]1([C:23]2[CH:24]=[CH:25][C:26]([C:28]([F:30])([F:31])[F:29])=[CH:27][C:22]=2[NH:21][C:2](=[O:9])[C:3]2[CH:8]=[CH:7][N:6]=[CH:5][CH:4]=2)[CH2:33][CH2:34][CH2:35][CH2:36][CH2:37][CH2:38]1. The yield is 0.970. (8) The reactants are [I:1][C:2]1[CH:3]=[N:4][C:5]2[C:10]([CH:11]=1)=[CH:9][CH:8]=[CH:7][C:6]=2[N:12]1[CH2:17][CH2:16][NH:15][CH2:14][CH2:13]1.CCN(CC)CC.[C:25](O[C:25]([O:27][C:28]([CH3:31])([CH3:30])[CH3:29])=[O:26])([O:27][C:28]([CH3:31])([CH3:30])[CH3:29])=[O:26]. The catalyst is C(Cl)Cl. The product is [I:1][C:2]1[CH:3]=[N:4][C:5]2[C:10]([CH:11]=1)=[CH:9][CH:8]=[CH:7][C:6]=2[N:12]1[CH2:17][CH2:16][N:15]([C:25]([O:27][C:28]([CH3:31])([CH3:30])[CH3:29])=[O:26])[CH2:14][CH2:13]1. The yield is 0.870. (9) The reactants are [CH:1]([N:4]1[C:8]([C:9]2[CH:10]=[C:11]([NH2:17])[CH:12]=[CH:13][C:14]=2[O:15][CH3:16])=[CH:7][CH:6]=[N:5]1)([CH3:3])[CH3:2].[F:18][C:19]1[CH:24]=[CH:23][C:22]([N:25]=[C:26]=[O:27])=[CH:21][CH:20]=1. The catalyst is C(Cl)Cl. The product is [F:18][C:19]1[CH:24]=[CH:23][C:22]([NH:25][C:26]([NH:17][C:11]2[CH:12]=[CH:13][C:14]([O:15][CH3:16])=[C:9]([C:8]3[N:4]([CH:1]([CH3:3])[CH3:2])[N:5]=[CH:6][CH:7]=3)[CH:10]=2)=[O:27])=[CH:21][CH:20]=1. The yield is 0.300.